This data is from Reaction yield outcomes from USPTO patents with 853,638 reactions. The task is: Predict the reaction yield, written as a fraction of the theoretical maximum amount of product (1.0 means a 100% yield; for example, 0.34 means a 34% yield). (1) The reactants are [CH3:1][C:2]([CH3:7])([CH2:5][OH:6])[CH2:3][OH:4].C(N(CC)CC)C.[C:15]([Si:19](Cl)([CH3:21])[CH3:20])([CH3:18])([CH3:17])[CH3:16]. The catalyst is C(Cl)Cl. The product is [C:15]([Si:19]([CH3:21])([CH3:20])[O:4][CH2:3][C:2]([CH3:7])([CH3:1])[CH2:5][OH:6])([CH3:18])([CH3:17])[CH3:16]. The yield is 0.580. (2) The reactants are CO[CH2:3][C:4]1[CH:5]=[C:6]([N:10]([CH2:18][C:19]2[CH:24]=[CH:23][CH:22]=[C:21]([O:25][C:26]([F:31])([F:30])[CH:27]([F:29])[F:28])[CH:20]=2)[CH2:11][CH:12]([OH:17])[C:13]([F:16])([F:15])[F:14])[CH:7]=[CH:8][CH:9]=1.B(Br)(Br)[Br:33].COC. The catalyst is ClCCl. The product is [Br:33][CH2:3][C:4]1[CH:5]=[C:6]([N:10]([CH2:18][C:19]2[CH:24]=[CH:23][CH:22]=[C:21]([O:25][C:26]([F:31])([F:30])[CH:27]([F:29])[F:28])[CH:20]=2)[CH2:11][CH:12]([OH:17])[C:13]([F:16])([F:15])[F:14])[CH:7]=[CH:8][CH:9]=1. The yield is 0.590. (3) The reactants are [F:1][C:2]1[CH:7]=[CH:6][C:5]([NH:8][C:9]([C:11]2([C:14]([NH:16][C:17]3[CH:22]=[CH:21][C:20]([O:23][C:24]4[C:33]5[C:28](=[CH:29][C:30]([O:36]CC6C=CC=CC=6)=[C:31]([O:34][CH3:35])[CH:32]=5)[N:27]=[CH:26][N:25]=4)=[C:19]([F:44])[CH:18]=3)=[O:15])[CH2:13][CH2:12]2)=[O:10])=[CH:4][CH:3]=1.C(O)(=O)C.ClCCl.CO. The catalyst is [H][H].[Pd]. The product is [F:1][C:2]1[CH:3]=[CH:4][C:5]([NH:8][C:9]([C:11]2([C:14]([NH:16][C:17]3[CH:22]=[CH:21][C:20]([O:23][C:24]4[C:33]5[C:28](=[CH:29][C:30]([OH:36])=[C:31]([O:34][CH3:35])[CH:32]=5)[N:27]=[CH:26][N:25]=4)=[C:19]([F:44])[CH:18]=3)=[O:15])[CH2:13][CH2:12]2)=[O:10])=[CH:6][CH:7]=1. The yield is 0.950. (4) The reactants are [F:1][C:2]1[CH:7]=[C:6]([OH:8])[CH:5]=[CH:4][C:3]=1[CH2:9][CH2:10][C:11]([O:13][CH2:14][CH3:15])=[O:12].[CH2:16]([C:18]1[CH:23]=[CH:22][CH:21]=[C:20]([CH2:24][CH3:25])[C:19]=1[C:26]1[CH:31]=[CH:30][CH:29]=[C:28]([CH2:32]O)[CH:27]=1)[CH3:17]. No catalyst specified. The product is [CH2:16]([C:18]1[CH:23]=[CH:22][CH:21]=[C:20]([CH2:24][CH3:25])[C:19]=1[C:26]1[CH:31]=[CH:30][CH:29]=[C:28]([CH2:32][O:8][C:6]2[CH:5]=[CH:4][C:3]([CH2:9][CH2:10][C:11]([O:13][CH2:14][CH3:15])=[O:12])=[C:2]([F:1])[CH:7]=2)[CH:27]=1)[CH3:17]. The yield is 0.800. (5) The product is [NH2:1][C:4]1[CH:5]=[CH:6][C:7]2[C:17]3[C:12](=[CH:13][N:14]=[C:15]([NH:18][C:19](=[O:21])[CH3:20])[CH:16]=3)[CH2:11][O:10][C:8]=2[CH:9]=1. The reactants are [N+:1]([C:4]1[CH:5]=[CH:6][C:7]2[C:17]3[C:12](=[CH:13][N:14]=[C:15]([NH:18][C:19](=[O:21])[CH3:20])[CH:16]=3)[CH2:11][O:10][C:8]=2[CH:9]=1)([O-])=O.[H][H]. The catalyst is [Pd].CCO. The yield is 0.740. (6) The reactants are CN([CH:4]=[C:5]1[C:11](=O)[C:10]2[CH:13]=[C:14]([F:17])[CH:15]=[CH:16][C:9]=2[NH:8][C:7](=[O:18])[CH2:6]1)C.Cl.[C:20]([NH2:25])(=[NH:24])[CH:21]([CH3:23])[CH3:22]. No catalyst specified. The product is [F:17][C:14]1[CH:15]=[CH:16][C:9]2[NH:8][C:7](=[O:18])[CH2:6][C:5]3[CH:4]=[N:24][C:20]([CH:21]([CH3:23])[CH3:22])=[N:25][C:11]=3[C:10]=2[CH:13]=1. The yield is 0.600.